This data is from NCI-60 drug combinations with 297,098 pairs across 59 cell lines. The task is: Regression. Given two drug SMILES strings and cell line genomic features, predict the synergy score measuring deviation from expected non-interaction effect. (1) Drug 1: C1CCN(CC1)CCOC2=CC=C(C=C2)C(=O)C3=C(SC4=C3C=CC(=C4)O)C5=CC=C(C=C5)O. Drug 2: CC1=CC2C(CCC3(C2CCC3(C(=O)C)OC(=O)C)C)C4(C1=CC(=O)CC4)C. Cell line: CCRF-CEM. Synergy scores: CSS=8.57, Synergy_ZIP=7.37, Synergy_Bliss=14.2, Synergy_Loewe=10.1, Synergy_HSA=9.87. (2) Drug 1: C1=CC(=CC=C1C#N)C(C2=CC=C(C=C2)C#N)N3C=NC=N3. Drug 2: C1=CC=C(C(=C1)C(C2=CC=C(C=C2)Cl)C(Cl)Cl)Cl. Cell line: IGROV1. Synergy scores: CSS=0.405, Synergy_ZIP=-0.0507, Synergy_Bliss=-0.548, Synergy_Loewe=0.211, Synergy_HSA=-0.728. (3) Drug 1: CC1CCC2CC(C(=CC=CC=CC(CC(C(=O)C(C(C(=CC(C(=O)CC(OC(=O)C3CCCCN3C(=O)C(=O)C1(O2)O)C(C)CC4CCC(C(C4)OC)O)C)C)O)OC)C)C)C)OC. Drug 2: CCN(CC)CCNC(=O)C1=C(NC(=C1C)C=C2C3=C(C=CC(=C3)F)NC2=O)C. Cell line: COLO 205. Synergy scores: CSS=5.89, Synergy_ZIP=-1.60, Synergy_Bliss=2.52, Synergy_Loewe=-3.35, Synergy_HSA=0.800. (4) Drug 1: CN1C2=C(C=C(C=C2)N(CCCl)CCCl)N=C1CCCC(=O)O.Cl. Drug 2: CC1=C(C=C(C=C1)C(=O)NC2=CC(=CC(=C2)C(F)(F)F)N3C=C(N=C3)C)NC4=NC=CC(=N4)C5=CN=CC=C5. Cell line: NCI/ADR-RES. Synergy scores: CSS=2.53, Synergy_ZIP=0.807, Synergy_Bliss=0.950, Synergy_Loewe=1.54, Synergy_HSA=1.57.